Dataset: Reaction yield outcomes from USPTO patents with 853,638 reactions. Task: Predict the reaction yield, written as a fraction of the theoretical maximum amount of product (1.0 means a 100% yield; for example, 0.34 means a 34% yield). (1) The reactants are [C:1](OC(=O)C)(=[O:3])[CH3:2].[NH2:8][C@H:9]1[CH2:13][CH2:12][C@@H:11]([C:14]([O:16][CH3:17])=[O:15])[CH2:10]1. The catalyst is N1C=CC=CC=1. The product is [C:1]([NH:8][C@H:9]1[CH2:13][CH2:12][C@@H:11]([C:14]([O:16][CH3:17])=[O:15])[CH2:10]1)(=[O:3])[CH3:2]. The yield is 0.690. (2) The reactants are [F:1][C:2]1[CH:18]=[C:17]([F:19])[CH:16]=[CH:15][C:3]=1[C:4]([NH:6][C:7]1[CH:12]=[CH:11][C:10]([F:13])=[C:9]([NH2:14])[CH:8]=1)=[O:5].[CH3:20][N:21]1[CH2:26][CH2:25][C:24](=O)[CH2:23][CH2:22]1.C(O)(=O)C.C(O[BH-](OC(=O)C)OC(=O)C)(=O)C.[Na+].[Cl:46]CCCl. No catalyst specified. The product is [ClH:46].[F:1][C:2]1[CH:18]=[C:17]([F:19])[CH:16]=[CH:15][C:3]=1[C:4]([NH:6][C:7]1[CH:12]=[CH:11][C:10]([F:13])=[C:9]([NH:14][CH:24]2[CH2:25][CH2:26][N:21]([CH3:20])[CH2:22][CH2:23]2)[CH:8]=1)=[O:5]. The yield is 0.700. (3) The reactants are [CH3:1][O:2][C:3]1[CH:4]=[C:5]([C:12]2[CH:17]=[CH:16][C:15]([C:18](=[O:27])[CH2:19][C:20]([CH3:26])([CH3:25])[C:21]([O:23][CH3:24])=[O:22])=[CH:14][CH:13]=2)[CH:6]=[CH:7][C:8]=1[N+:9]([O-])=O.Cl. The catalyst is C(O)C.[Fe]. The product is [NH2:9][C:8]1[CH:7]=[CH:6][C:5]([C:12]2[CH:13]=[CH:14][C:15]([C:18](=[O:27])[CH2:19][C:20]([CH3:26])([CH3:25])[C:21]([O:23][CH3:24])=[O:22])=[CH:16][CH:17]=2)=[CH:4][C:3]=1[O:2][CH3:1]. The yield is 0.670.